This data is from Forward reaction prediction with 1.9M reactions from USPTO patents (1976-2016). The task is: Predict the product of the given reaction. (1) Given the reactants [F:1][C:2]([F:15])([F:14])[O:3][C:4]1[CH:9]=[CH:8][C:7]([S:10](Cl)(=[O:12])=[O:11])=[CH:6][CH:5]=1.Cl.O.[NH:18]1[CH2:23][CH2:22][C:21](=[O:24])[CH2:20][CH2:19]1.C(N(CC)CC)C, predict the reaction product. The product is: [F:1][C:2]([F:15])([F:14])[O:3][C:4]1[CH:9]=[CH:8][C:7]([S:10]([N:18]2[CH2:23][CH2:22][C:21](=[O:24])[CH2:20][CH2:19]2)(=[O:12])=[O:11])=[CH:6][CH:5]=1. (2) Given the reactants CN(C)C(Cl)=[O:4].[CH2:7]([N:9]([CH2:12][CH3:13])[CH2:10][CH3:11])C.[NH2:14][CH2:15][CH2:16][CH2:17][OH:18], predict the reaction product. The product is: [OH:18][CH2:17][CH2:16][CH2:15][NH:14][C:7](=[O:4])[N:9]([CH2:12][CH3:13])[CH2:10][CH3:11]. (3) Given the reactants CS(O[CH2:6][CH2:7][C:8]#[C:9][C:10]1[CH:15]=[CH:14][C:13]([C:16]2[N:17]=[C:18]3[CH:23]=[C:22]([CH3:24])[CH:21]=[CH:20][N:19]3[CH:25]=2)=[CH:12][CH:11]=1)(=O)=O.[NH:26]1[CH2:30][CH2:29][CH2:28][CH2:27]1.C(=O)([O-])[O-].[K+].[K+].CO.ClCCl, predict the reaction product. The product is: [N:26]1([CH2:6][CH2:7][C:8]#[C:9][C:10]2[CH:15]=[CH:14][C:13]([C:16]3[N:17]=[C:18]4[CH:23]=[C:22]([CH3:24])[CH:21]=[CH:20][N:19]4[CH:25]=3)=[CH:12][CH:11]=2)[CH2:30][CH2:29][CH2:28][CH2:27]1.